This data is from Forward reaction prediction with 1.9M reactions from USPTO patents (1976-2016). The task is: Predict the product of the given reaction. Given the reactants [CH3:1][C:2]1[C:10]2[C:9]([NH:11][C:12]3[CH:17]=[CH:16][CH:15]=[CH:14][C:13]=3[OH:18])=[N:8][CH:7]=[N:6][C:5]=2[S:4][CH:3]=1.C(=O)([O-])[O-].[K+].[K+].[Br:25][CH:26](Br)[CH3:27].O, predict the reaction product. The product is: [Br:25][CH2:26][CH2:27][O:18][C:13]1[CH:14]=[CH:15][CH:16]=[CH:17][C:12]=1[NH:11][C:9]1[C:10]2[C:2]([CH3:1])=[CH:3][S:4][C:5]=2[N:6]=[CH:7][N:8]=1.